Dataset: Full USPTO retrosynthesis dataset with 1.9M reactions from patents (1976-2016). Task: Predict the reactants needed to synthesize the given product. (1) Given the product [CH:1]1([C:4]([N:6]2[CH2:10][CH2:9][C@@H:8]([CH2:11][NH2:12])[CH2:7]2)=[O:5])[CH2:2][CH2:3]1, predict the reactants needed to synthesize it. The reactants are: [CH:1]1([C:4]([N:6]2[CH2:10][CH2:9][C@@H:8]([C:11]#[N:12])[CH2:7]2)=[O:5])[CH2:3][CH2:2]1.N. (2) Given the product [F:31][C:7]1[CH:8]=[C:3]([CH2:1][CH3:2])[CH:4]=[CH:5][C:6]=1[C:9]1[O:10][CH2:11][C:12]([CH3:14])([CH3:15])[N:13]=1, predict the reactants needed to synthesize it. The reactants are: [CH2:1]([C:3]1[CH:8]=[CH:7][C:6]([C:9]2[O:10][CH2:11][C:12]([CH3:15])([CH3:14])[N:13]=2)=[CH:5][CH:4]=1)[CH3:2].C([Li])CCC.C1C=CC(S(N(S(C2C=CC=CC=2)(=O)=O)[F:31])(=O)=O)=CC=1. (3) Given the product [Cl:13][C:10]1[N:11]=[CH:12][C:7]([C:5]2[N:6]=[C:2]([N:33]3[CH2:34][CH2:35][C@@H:30]([NH:29][C:27]([C:21]4[NH:22][C:23]([CH3:26])=[C:24]([Cl:25])[C:20]=4[Cl:19])=[O:28])[C@@H:31]([CH3:36])[CH2:32]3)[S:3][C:4]=2[C:14]([O:16][CH2:17][CH3:18])=[O:15])=[N:8][CH:9]=1, predict the reactants needed to synthesize it. The reactants are: Br[C:2]1[S:3][C:4]([C:14]([O:16][CH2:17][CH3:18])=[O:15])=[C:5]([C:7]2[CH:12]=[N:11][C:10]([Cl:13])=[CH:9][N:8]=2)[N:6]=1.[Cl:19][C:20]1[C:24]([Cl:25])=[C:23]([CH3:26])[NH:22][C:21]=1[C:27]([NH:29][C@@H:30]1[CH2:35][CH2:34][NH:33][CH2:32][C@@H:31]1[CH3:36])=[O:28].C(N(CC)C(C)C)(C)C.O. (4) The reactants are: FC(F)(F)S(O[C:7]1[C:28]2[C:23](=[CH:24][CH:25]=[CH:26][CH:27]=2)[C:10]2([CH2:15][CH2:14][N:13]([C:16]([O:18][C:19]([CH3:22])([CH3:21])[CH3:20])=[O:17])[CH2:12][CH2:11]2)[CH2:9][CH:8]=1)(=O)=O.C(N(CC)C(C)C)(C)C. Given the product [N:13]1([C:16]([O:18][C:19]([CH3:20])([CH3:22])[CH3:21])=[O:17])[CH2:12][CH2:11][C:10]2([C:23]3[C:28](=[CH:27][CH:26]=[CH:25][CH:24]=3)[C:7]([C:16]([O:18][CH3:19])=[O:17])=[CH:8][CH2:9]2)[CH2:15][CH2:14]1, predict the reactants needed to synthesize it.